Dataset: Forward reaction prediction with 1.9M reactions from USPTO patents (1976-2016). Task: Predict the product of the given reaction. Given the reactants Br[C:2]1[CH:7]=[CH:6][C:5]([N:8]2[CH:12]=[C:11]([CH3:13])[N:10]=[CH:9]2)=[C:4]([O:14][CH3:15])[CH:3]=1.[Cl:16][C:17]1[CH:22]=[C:21]([Cl:23])[CH:20]=[CH:19][C:18]=1[N:24]1[C:28]([CH3:29])=[N:27][C:26]([NH2:30])=[N:25]1, predict the reaction product. The product is: [Cl:16][C:17]1[CH:22]=[C:21]([Cl:23])[CH:20]=[CH:19][C:18]=1[N:24]1[C:28]([CH3:29])=[N:27][C:26]([NH:30][C:2]2[CH:7]=[CH:6][C:5]([N:8]3[CH:12]=[C:11]([CH3:13])[N:10]=[CH:9]3)=[C:4]([O:14][CH3:15])[CH:3]=2)=[N:25]1.